From a dataset of Catalyst prediction with 721,799 reactions and 888 catalyst types from USPTO. Predict which catalyst facilitates the given reaction. Reactant: C[O:2][C:3](=[O:25])[CH2:4][N:5]1[C:10]2[CH:11]=[CH:12][CH:13]=[C:14]([CH:15]([CH3:17])[CH3:16])[C:9]=2[O:8][CH:7]([C:18]2[CH:23]=[CH:22][CH:21]=[CH:20][CH:19]=2)[C:6]1=[O:24].[OH-].[Na+]. Product: [CH:15]([C:14]1[C:9]2[O:8][CH:7]([C:18]3[CH:19]=[CH:20][CH:21]=[CH:22][CH:23]=3)[C:6](=[O:24])[N:5]([CH2:4][C:3]([OH:25])=[O:2])[C:10]=2[CH:11]=[CH:12][CH:13]=1)([CH3:17])[CH3:16]. The catalyst class is: 5.